This data is from Catalyst prediction with 721,799 reactions and 888 catalyst types from USPTO. The task is: Predict which catalyst facilitates the given reaction. (1) Reactant: C([O:3][C:4]([C:6]1[C:7]([C:12]2[CH:17]=[CH:16][C:15]([Cl:18])=[CH:14][CH:13]=2)=[N:8][O:9][C:10]=1[CH3:11])=[O:5])C.[CH:19](=O)[C:20]1[CH:25]=[CH:24][CH:23]=[CH:22][CH:21]=1.[O-]CC.[Na+].Cl. Product: [Cl:18][C:15]1[CH:14]=[CH:13][C:12]([C:7]2[C:6]([C:4]([OH:3])=[O:5])=[C:10](/[CH:11]=[CH:19]/[C:20]3[CH:25]=[CH:24][CH:23]=[CH:22][CH:21]=3)[O:9][N:8]=2)=[CH:17][CH:16]=1. The catalyst class is: 8. (2) Reactant: [CH:1]1([N:7]=[C:8]=[S:9])[CH2:6][CH2:5][CH2:4][CH2:3][CH2:2]1.Cl.[NH2:11][CH2:12][C:13]1[CH:21]=[CH:20][CH:19]=[C:18]2[C:14]=1[CH2:15][N:16]([CH:23]1[CH2:28][CH2:27][C:26](=[O:29])[NH:25][C:24]1=[O:30])[C:17]2=[O:22].C(N(CC)CC)C. Product: [CH:1]1([NH:7][C:8]([NH:11][CH2:12][C:13]2[CH:21]=[CH:20][CH:19]=[C:18]3[C:14]=2[CH2:15][N:16]([CH:23]2[CH2:28][CH2:27][C:26](=[O:29])[NH:25][C:24]2=[O:30])[C:17]3=[O:22])=[S:9])[CH2:6][CH2:5][CH2:4][CH2:3][CH2:2]1. The catalyst class is: 1. (3) Reactant: [F:1][C:2]([F:7])([F:6])[C:3]([OH:5])=[O:4].ClCCl.C([O:15][C:16]([N:18]1[CH2:23][CH2:22][CH:21]([N:24]2[C:28]3=[N:29][CH:30]=[N:31][C:32]([O:33][C:34]4[CH:39]=[CH:38][C:37]([N:40]5[C:44]([CH3:45])=[N:43][N:42]=[N:41]5)=[CH:36][CH:35]=4)=[C:27]3[CH:26]=[N:25]2)[CH2:20][CH2:19]1)=[O:17])(C)(C)C. Product: [F:1][C:2]([F:7])([F:6])[C:3]([OH:5])=[O:4].[CH3:45][C:44]1[N:40]([C:37]2[CH:36]=[CH:35][C:34]([O:33][C:32]3[N:31]=[CH:30][N:29]=[C:28]4[N:24]([CH:21]5[CH2:22][CH2:23][N:18]([C:16]([OH:17])=[O:15])[CH2:19][CH2:20]5)[N:25]=[CH:26][C:27]=34)=[CH:39][CH:38]=2)[N:41]=[N:42][N:43]=1. The catalyst class is: 4. (4) Reactant: [C:1]([N:5]1[CH2:10][CH2:9][CH2:8][C@@H:7]([NH:11][C:12]2[C:17]([F:18])=[CH:16][N:15]=[C:14]([NH:19][C:20]3[CH:21]=[C:22]4[C:27](=[CH:28][CH:29]=3)[CH2:26][N:25](C(OC(C)(C)C)=O)[CH2:24][CH2:23]4)[N:13]=2)[CH2:6]1)(=[O:4])[CH:2]=[CH2:3].CCN(C(C)C)C(C)C.[BH-](OC(C)=O)(OC(C)=O)OC(C)=O.[Na+].[O:60]1[CH2:63][C:62](=O)[CH2:61]1. Product: [F:18][C:17]1[C:12]([NH:11][C@@H:7]2[CH2:8][CH2:9][CH2:10][N:5]([C:1](=[O:4])[CH:2]=[CH2:3])[CH2:6]2)=[N:13][C:14]([NH:19][C:20]2[CH:21]=[C:22]3[C:27](=[CH:28][CH:29]=2)[CH2:26][N:25]([CH:62]2[CH2:63][O:60][CH2:61]2)[CH2:24][CH2:23]3)=[N:15][CH:16]=1. The catalyst class is: 67.